Dataset: Merck oncology drug combination screen with 23,052 pairs across 39 cell lines. Task: Regression. Given two drug SMILES strings and cell line genomic features, predict the synergy score measuring deviation from expected non-interaction effect. (1) Drug 1: CN1C(=O)C=CC2(C)C3CCC4(C)C(NC(=O)OCC(F)(F)F)CCC4C3CCC12. Drug 2: C=CCn1c(=O)c2cnc(Nc3ccc(N4CCN(C)CC4)cc3)nc2n1-c1cccc(C(C)(C)O)n1. Cell line: UWB1289BRCA1. Synergy scores: synergy=9.39. (2) Drug 1: CCC1=CC2CN(C1)Cc1c([nH]c3ccccc13)C(C(=O)OC)(c1cc3c(cc1OC)N(C)C1C(O)(C(=O)OC)C(OC(C)=O)C4(CC)C=CCN5CCC31C54)C2. Drug 2: CCc1cnn2c(NCc3ccc[n+]([O-])c3)cc(N3CCCCC3CCO)nc12. Cell line: SKMEL30. Synergy scores: synergy=11.0.